From a dataset of Reaction yield outcomes from USPTO patents with 853,638 reactions. Predict the reaction yield, written as a fraction of the theoretical maximum amount of product (1.0 means a 100% yield; for example, 0.34 means a 34% yield). (1) The reactants are [N+:1]([C:4]1[CH:11]=[CH:10][C:7]([CH2:8]Cl)=[CH:6][CH:5]=1)([O-:3])=[O:2].[NH:12]1[CH2:17][CH2:16][CH2:15][CH2:14][CH2:13]1.CCN(CC)CC. The catalyst is C1COCC1. The product is [N+:1]([C:4]1[CH:11]=[CH:10][C:7]([CH2:8][N:12]2[CH2:17][CH2:16][CH2:15][CH2:14][CH2:13]2)=[CH:6][CH:5]=1)([O-:3])=[O:2]. The yield is 0.820. (2) The reactants are [CH3:1][C:2]1[O:3][C:4]2[CH:13]=[CH:12][CH:11]=[CH:10][C:5]=2[C:6]=1[C:7](Cl)=[O:8].CNCC1C=C2C(=CC=1)C=C(O)C=C2.[CH2:28]([NH:35][CH2:36][C:37]1[CH:38]=[C:39]2[C:44](=[CH:45][CH:46]=1)[CH:43]=[C:42]([OH:47])[CH:41]=[CH:40]2)[C:29]1[CH:34]=[CH:33][CH:32]=[CH:31][CH:30]=1.C(OCC)(=O)C. The catalyst is C(Cl)Cl. The product is [CH2:28]([N:35]([CH2:36][C:37]1[CH:46]=[CH:45][C:44]2[C:39](=[CH:40][CH:41]=[C:42]([OH:47])[CH:43]=2)[CH:38]=1)[C:7]([C:6]1[C:5]2[CH:10]=[CH:11][CH:12]=[CH:13][C:4]=2[O:3][C:2]=1[CH3:1])=[O:8])[C:29]1[CH:30]=[CH:31][CH:32]=[CH:33][CH:34]=1. The yield is 0.300. (3) The reactants are [Br:1][C:2]1[C:3](Cl)=[N:4][C:5]([Cl:8])=[N:6][CH:7]=1.[O:10]1[CH2:15][CH2:14][CH:13]([NH2:16])[CH2:12][CH2:11]1. No catalyst specified. The product is [Br:1][C:2]1[C:3]([NH:16][CH:13]2[CH2:14][CH2:15][O:10][CH2:11][CH2:12]2)=[N:4][C:5]([Cl:8])=[N:6][CH:7]=1. The yield is 0.830. (4) The reactants are [CH:1]1[CH:2]=[CH:3][C:4]([CH:7]([N:15]2[CH2:20][CH2:19][N:18]([CH2:21][CH2:22][O:23][CH2:24][C:25]([OH:27])=[O:26])[CH2:17][CH2:16]2)[C:8]2[CH:9]=[CH:10][C:11]([Cl:14])=[CH:12][CH:13]=2)=[CH:5][CH:6]=1.[Na]. The catalyst is O. The product is [ClH:14].[ClH:14].[C:4]1([CH:7]([N:15]2[CH2:20][CH2:19][N:18]([CH2:21][CH2:22][O:23][CH2:24][C:25]([OH:27])=[O:26])[CH2:17][CH2:16]2)[C:8]2[CH:9]=[CH:10][C:11]([Cl:14])=[CH:12][CH:13]=2)[CH:3]=[CH:2][CH:1]=[CH:6][CH:5]=1. The yield is 0.712. (5) The reactants are [Cl:1][C:2]1[C:10]([C:11]([C:13]2[C:18]([NH:19][S:20]([C:23]3[CH:28]=[CH:27][C:26]([Cl:29])=[C:25]([C:30]([F:33])([F:32])[F:31])[CH:24]=3)(=[O:22])=[O:21])=[CH:17][C:16]([Cl:34])=[CH:15][N:14]=2)=[O:12])=[CH:9][CH:8]=[CH:7][C:3]=1[C:4]([OH:6])=O.[CH3:35][N:36](C(ON1N=NC2C=CC=NC1=2)=[N+](C)C)[CH3:37].F[P-](F)(F)(F)(F)F.N(C)C.C1COCC1.CCN(C(C)C)C(C)C. The catalyst is CCOC(C)=O.CN(C=O)C. The product is [Cl:1][C:2]1[C:10]([C:11]([C:13]2[C:18]([NH:19][S:20]([C:23]3[CH:28]=[CH:27][C:26]([Cl:29])=[C:25]([C:30]([F:33])([F:32])[F:31])[CH:24]=3)(=[O:22])=[O:21])=[CH:17][C:16]([Cl:34])=[CH:15][N:14]=2)=[O:12])=[CH:9][CH:8]=[CH:7][C:3]=1[C:4]([N:36]([CH3:37])[CH3:35])=[O:6]. The yield is 0.220. (6) The product is [O:47]=[C:41]1[CH:40]([N:34]2[CH2:33][C:32]3[C:36](=[CH:37][CH:38]=[C:30]([CH2:29][NH:28][C:10](=[O:12])[CH2:9][C:6]4[CH:5]=[CH:4][C:3]([C:2]([F:1])([F:14])[F:13])=[CH:8][CH:7]=4)[CH:31]=3)[C:35]2=[O:39])[CH2:45][CH2:44][C:43](=[O:46])[NH:42]1. The yield is 0.290. The reactants are [F:1][C:2]([F:14])([F:13])[C:3]1[CH:8]=[CH:7][C:6]([CH2:9][C:10]([OH:12])=O)=[CH:5][CH:4]=1.C1N=CN(C(N2C=NC=C2)=O)C=1.Cl.[NH2:28][CH2:29][C:30]1[CH:31]=[C:32]2[C:36](=[CH:37][CH:38]=1)[C:35](=[O:39])[N:34]([CH:40]1[CH2:45][CH2:44][C:43](=[O:46])[NH:42][C:41]1=[O:47])[CH2:33]2.O. The catalyst is CN(C=O)C. (7) The yield is 0.950. The reactants are C(=O)([O-])[O-].[K+].[K+].Cl[CH2:8][C:9]([CH3:11])=[CH2:10].[Br:12][C:13]1[CH:18]=[C:17]([F:19])[CH:16]=[CH:15][C:14]=1[OH:20]. The product is [Br:12][C:13]1[CH:18]=[C:17]([F:19])[CH:16]=[CH:15][C:14]=1[O:20][CH2:8][C:9]([CH3:11])=[CH2:10]. The catalyst is CN(C=O)C. (8) The reactants are [NH2:1][C:2]1[C:10]([Cl:11])=[CH:9][C:5]([C:6]([OH:8])=O)=[C:4]([O:12][CH3:13])[CH:3]=1.CN1CCOCC1.ClC(OCC(C)C)=O.C(O)(=O)C(O)=O.[N:35]1([CH2:40][CH2:41][CH2:42][N:43]2[CH2:48][CH2:47][CH:46]([CH2:49][NH2:50])[CH2:45][CH2:44]2)[CH:39]=[CH:38][N:37]=[N:36]1. The catalyst is ClCCl.O.C(N(CC)CC)C. The product is [N:35]1([CH2:40][CH2:41][CH2:42][N:43]2[CH2:44][CH2:45][CH:46]([CH2:49][NH:50][C:6](=[O:8])[C:5]3[CH:9]=[C:10]([Cl:11])[C:2]([NH2:1])=[CH:3][C:4]=3[O:12][CH3:13])[CH2:47][CH2:48]2)[CH:39]=[CH:38][N:37]=[N:36]1. The yield is 0.900.